This data is from Peptide-MHC class I binding affinity with 185,985 pairs from IEDB/IMGT. The task is: Regression. Given a peptide amino acid sequence and an MHC pseudo amino acid sequence, predict their binding affinity value. This is MHC class I binding data. (1) The peptide sequence is VTTQRQSVY. The MHC is HLA-A30:01 with pseudo-sequence HLA-A30:01. The binding affinity (normalized) is 0.213. (2) The peptide sequence is RRAIRGEYL. The MHC is Mamu-B03 with pseudo-sequence Mamu-B03. The binding affinity (normalized) is 0.810. (3) The peptide sequence is LPDALLFTL. The MHC is HLA-B54:01 with pseudo-sequence HLA-B54:01. The binding affinity (normalized) is 0.263. (4) The peptide sequence is SLENFRAYV. The MHC is HLA-A02:06 with pseudo-sequence HLA-A02:06. The binding affinity (normalized) is 0.288. (5) The peptide sequence is NLFDWMHFL. The MHC is HLA-A80:01 with pseudo-sequence HLA-A80:01. The binding affinity (normalized) is 0.0847. (6) The peptide sequence is LIYYQNEVT. The MHC is HLA-A02:01 with pseudo-sequence HLA-A02:01. The binding affinity (normalized) is 0.0538.